Dataset: Full USPTO retrosynthesis dataset with 1.9M reactions from patents (1976-2016). Task: Predict the reactants needed to synthesize the given product. (1) The reactants are: [CH3:1][C:2]1[C:7]([N+:8]([O-:10])=[O:9])=[CH:6][CH:5]=[CH:4][C:3]=1[CH2:11][CH2:12]O.O=P(Cl)(Cl)[Cl:16]. Given the product [CH3:1][C:2]1[C:7]([N+:8]([O-:10])=[O:9])=[CH:6][CH:5]=[CH:4][C:3]=1[CH2:11][CH2:12][Cl:16], predict the reactants needed to synthesize it. (2) Given the product [CH2:1]([O:3][P:4]([C:9]([C:12]1[CH:17]=[CH:16][C:15]([CH2:18][N:28]([CH2:21][C:22]2[CH:23]=[CH:24][CH:25]=[CH:26][CH:27]=2)[S:29]([C:32]2[CH:40]=[CH:39][CH:38]=[CH:37][C:33]=2[C:34](=[O:35])[NH2:36])(=[O:31])=[O:30])=[CH:14][C:13]=1[Cl:20])([F:11])[F:10])(=[O:8])[O:5][CH2:6][CH3:7])[CH3:2], predict the reactants needed to synthesize it. The reactants are: [CH2:1]([O:3][P:4]([C:9]([C:12]1[CH:17]=[CH:16][C:15]([CH2:18]Br)=[CH:14][C:13]=1[Cl:20])([F:11])[F:10])(=[O:8])[O:5][CH2:6][CH3:7])[CH3:2].[CH2:21]([NH:28][S:29]([C:32]1[CH:40]=[CH:39][CH:38]=[CH:37][C:33]=1[C:34]([NH2:36])=[O:35])(=[O:31])=[O:30])[C:22]1[CH:27]=[CH:26][CH:25]=[CH:24][CH:23]=1.C(=O)([O-])[O-].[K+].[K+]. (3) Given the product [CH3:1][C:2]([CH3:12])([CH3:11])[CH2:3][CH:4]1[CH2:7][CH:6]([C:8]([OH:10])=[O:9])[CH2:5]1, predict the reactants needed to synthesize it. The reactants are: [CH3:1][C:2]([CH3:12])([CH3:11])[CH2:3][CH:4]1[CH2:7][C:6]([C:8]([OH:10])=[O:9])=[CH:5]1.O1CCCC1.Cl. (4) Given the product [Cl:1][C:2]1[N:11]=[C:10]([N:19]2[CH2:24][CH2:23][CH2:22][CH2:21][CH2:20]2)[C:9]2[C:4](=[CH:5][C:6]([N:13]3[CH2:18][CH2:17][O:16][CH2:15][CH2:14]3)=[CH:7][CH:8]=2)[N:3]=1, predict the reactants needed to synthesize it. The reactants are: [Cl:1][C:2]1[N:11]=[C:10](Cl)[C:9]2[C:4](=[CH:5][C:6]([N:13]3[CH2:18][CH2:17][O:16][CH2:15][CH2:14]3)=[CH:7][CH:8]=2)[N:3]=1.[NH:19]1[CH2:24][CH2:23][CH2:22][CH2:21][CH2:20]1. (5) Given the product [C:30]([N:33]1[C:42]2[C:37](=[CH:38][C:39]([Br:43])=[CH:40][CH:41]=2)[CH2:36][CH2:35][CH:34]1[C:18]([N:16]1[CH2:17][CH:14]([N:11]2[CH2:12][CH2:13][N:8]([C:6]([C:2]3[S:1][CH:5]=[CH:4][N:3]=3)=[O:7])[CH2:9][CH2:10]2)[CH2:15]1)=[O:19])(=[O:32])[CH3:31], predict the reactants needed to synthesize it. The reactants are: [S:1]1[CH:5]=[CH:4][N:3]=[C:2]1[C:6]([N:8]1[CH2:13][CH2:12][N:11]([CH:14]2[CH2:17][N:16]([C:18](C3C=C4C(=CC=3)NCCC4)=[O:19])[CH2:15]2)[CH2:10][CH2:9]1)=[O:7].[C:30]([N:33]1[C:42]2[C:37](=[CH:38][C:39]([Br:43])=[CH:40][CH:41]=2)[CH2:36][CH2:35][CH:34]1C(N1CC(N2CCNCC2)C1)=O)(=[O:32])[CH3:31].N1(C2CN(C(C3C=C4C(=CC=3)NCCC4)=O)C2)CCNCC1. (6) Given the product [CH3:18][C:19]1[N:20]([CH3:46])[C:21]2[C:27]([NH:28][C:16]([NH:15][C:6]3[CH:7]=[C:8]([S:11]([CH3:14])(=[O:13])=[O:12])[CH:9]=[CH:10][C:5]=3[O:4][CH:1]([CH3:3])[CH3:2])=[S:17])=[CH:26][CH:25]=[CH:24][C:22]=2[N:23]=1, predict the reactants needed to synthesize it. The reactants are: [CH:1]([O:4][C:5]1[CH:10]=[CH:9][C:8]([S:11]([CH3:14])(=[O:13])=[O:12])=[CH:7][C:6]=1[N:15]=[C:16]=[S:17])([CH3:3])[CH3:2].[CH3:18][C:19]1[N:20]([CH3:46])[C:21]2[C:27]([NH:28]C(=S)NC3C=C(S(N)(=O)=O)C=CC=3OC(C)C)=[CH:26][CH:25]=[CH:24][C:22]=2[N:23]=1. (7) Given the product [Br:1][C:2]1[CH:11]=[CH:10][C:9]2[CH2:8][C:12](=[O:17])[CH2:7][CH2:6][CH2:5][C:4]=2[CH:3]=1, predict the reactants needed to synthesize it. The reactants are: [Br:1][C:2]1[CH:3]=[C:4]2[C:9](=[CH:10][CH:11]=1)[C:8](=[CH2:12])[CH2:7][CH2:6][CH2:5]2.II.C(OCC)(=[O:17])C. (8) Given the product [N:10]1[C:11]2[C:16](=[CH:15][CH:14]=[CH:13][CH:12]=2)[N:17]=[CH:18][C:9]=1[N:2]1[CH2:3][CH:4]2[CH2:8][N:7]([C:23]([C:22]3[CH:26]=[CH:27][CH:28]=[CH:29][C:21]=3[C:19]#[N:20])=[O:24])[CH2:6][CH:5]2[CH2:1]1, predict the reactants needed to synthesize it. The reactants are: [CH2:1]1[CH:5]2[CH2:6][NH:7][CH2:8][CH:4]2[CH2:3][N:2]1[C:9]1[CH:18]=[N:17][C:16]2[C:11](=[CH:12][CH:13]=[CH:14][CH:15]=2)[N:10]=1.[C:19]([C:21]1[CH:29]=[CH:28][CH:27]=[CH:26][C:22]=1[C:23](O)=[O:24])#[N:20]. (9) The reactants are: [CH3:1][O:2][CH2:3][CH2:4][CH2:5][C:6]1([C:12](OC)=[O:13])[CH2:11][CH2:10][CH2:9][CH2:8][CH2:7]1.[H-].[H-].[H-].[H-].[Li+].[Al+3].[OH-].[Na+]. Given the product [CH3:1][O:2][CH2:3][CH2:4][CH2:5][C:6]1([CH2:12][OH:13])[CH2:11][CH2:10][CH2:9][CH2:8][CH2:7]1, predict the reactants needed to synthesize it.